The task is: Predict the reactants needed to synthesize the given product.. This data is from Full USPTO retrosynthesis dataset with 1.9M reactions from patents (1976-2016). (1) Given the product [O:5]1[C:6]2[C:7](=[N:8][CH:9]=[CH:10][CH:11]=2)[C:2](=[O:19])[CH2:3][CH2:4]1, predict the reactants needed to synthesize it. The reactants are: C=[C:2]1[C:7]2=[N:8][CH:9]=[CH:10][CH:11]=[C:6]2[O:5][CH2:4][CH2:3]1.CO.C(Cl)(Cl)Cl.C([O-])(O)=[O:19].[Na+]. (2) Given the product [F:6][C:7]1[CH:12]=[CH:11][CH:10]=[CH:9][C:8]=1[C:13]1[N:18]=[CH:17][C:16]([O:19][CH2:20][CH2:21][O:22][S:2]([CH3:1])(=[O:4])=[O:3])=[CH:15][CH:14]=1, predict the reactants needed to synthesize it. The reactants are: [CH3:1][S:2](Cl)(=[O:4])=[O:3].[F:6][C:7]1[CH:12]=[CH:11][CH:10]=[CH:9][C:8]=1[C:13]1[N:18]=[CH:17][C:16]([O:19][CH2:20][CH2:21][OH:22])=[CH:15][CH:14]=1.C(N(CC)CC)C. (3) Given the product [CH2:1]([O:3][C:4]([C:6]1[CH:7]=[CH:8][C:9]([Cl:16])=[C:10]2[O:14][CH:13]=[CH:12][C:11]=12)=[O:5])[CH3:2], predict the reactants needed to synthesize it. The reactants are: [CH2:1]([O:3][C:4]([C:6]1[CH:7]=[CH:8][C:9]([Cl:16])=[C:10]2[O:14][CH:13](O)[CH2:12][C:11]=12)=[O:5])[CH3:2].C(OC(C1C=CC(Cl)=C2OC(OC)CC=12)=O)C.CC1C=CC(S(O)(=O)=O)=CC=1.